From a dataset of Full USPTO retrosynthesis dataset with 1.9M reactions from patents (1976-2016). Predict the reactants needed to synthesize the given product. Given the product [C:1]([O:5][CH:9]1[CH:10]([CH:14]([CH3:16])[CH3:15])[CH2:11][CH2:12][CH:7]([CH3:6])[CH2:8]1)(=[O:4])[CH:2]=[O:3], predict the reactants needed to synthesize it. The reactants are: [C:1]([OH:5])(=[O:4])[CH:2]=[O:3].[CH3:6][C@H:7]1[CH2:12][C@@H:11](O)[C@H:10]([CH:14]([CH3:16])[CH3:15])[CH2:9][CH2:8]1.S(=O)(=O)(O)O.